Dataset: Catalyst prediction with 721,799 reactions and 888 catalyst types from USPTO. Task: Predict which catalyst facilitates the given reaction. (1) Reactant: B(O)O.[C:4](=O)([O-])[O-:5].[Na+].[Na+].Br[C:11]1[S:15][C:14]([C:16]([O:18][CH2:19][CH3:20])=[O:17])=[CH:13][CH:12]=1.O.[C:22]1(C)[CH:27]=[CH:26][CH:25]=[CH:24][CH:23]=1. Product: [CH3:4][O:5][C:22]1[CH:27]=[CH:26][C:25]([C:11]2[S:15][C:14]([C:16]([O:18][CH2:19][CH3:20])=[O:17])=[CH:13][CH:12]=2)=[CH:24][CH:23]=1. The catalyst class is: 14. (2) Reactant: [CH3:1][C:2]1([CH3:11])[CH2:10][C:9]2[NH:8][N:7]=[CH:6][C:5]=2[CH2:4][CH2:3]1.[OH-].[K+].[I:14]I. Product: [I:14][C:6]1[C:5]2[CH2:4][CH2:3][C:2]([CH3:11])([CH3:1])[CH2:10][C:9]=2[NH:8][N:7]=1. The catalyst class is: 3. (3) Reactant: [CH3:1][N:2]1[C:10]2[CH2:9][C:8]([CH3:12])([CH3:11])[CH2:7][CH2:6][C:5]=2[C:4]([Sn](CCCC)(CCCC)CCCC)=[N:3]1.[C:26]([CH:28]1[CH2:31][N:30]([C:32](=[O:56])[C@H:33]([NH:35][C:36]([C:38]2[C:46]3[C:41](=[N:42][CH:43]=[C:44](Br)[N:45]=3)[N:40]([CH2:48][O:49][CH2:50][CH2:51][Si:52]([CH3:55])([CH3:54])[CH3:53])[CH:39]=2)=[O:37])[CH3:34])[CH2:29]1)#[N:27]. Product: [C:26]([CH:28]1[CH2:29][N:30]([C:32](=[O:56])[C@H:33]([NH:35][C:36]([C:38]2[C:46]3[C:41](=[N:42][CH:43]=[C:44]([C:4]4[C:5]5[CH2:6][CH2:7][C:8]([CH3:11])([CH3:12])[CH2:9][C:10]=5[N:2]([CH3:1])[N:3]=4)[N:45]=3)[N:40]([CH2:48][O:49][CH2:50][CH2:51][Si:52]([CH3:55])([CH3:54])[CH3:53])[CH:39]=2)=[O:37])[CH3:34])[CH2:31]1)#[N:27]. The catalyst class is: 441. (4) Reactant: [CH3:1][O:2][C:3](=[O:30])[C:4]1[CH:9]=[C:8]([CH2:10][NH2:11])[CH:7]=[CH:6][C:5]=1[CH2:12][N:13]([CH2:22][C:23]1[C:28]([CH3:29])=[CH:27][CH:26]=[CH:25][N:24]=1)[CH2:14][C:15]1[C:20]([CH3:21])=[CH:19][CH:18]=[CH:17][N:16]=1.CCN(CC)CC.[CH3:38][S:39](Cl)(=[O:41])=[O:40].C([O-])(O)=O.[Na+]. Product: [CH3:1][O:2][C:3](=[O:30])[C:4]1[CH:9]=[C:8]([CH2:10][NH:11][S:39]([CH3:38])(=[O:41])=[O:40])[CH:7]=[CH:6][C:5]=1[CH2:12][N:13]([CH2:14][C:15]1[C:20]([CH3:21])=[CH:19][CH:18]=[CH:17][N:16]=1)[CH2:22][C:23]1[C:28]([CH3:29])=[CH:27][CH:26]=[CH:25][N:24]=1. The catalyst class is: 1.